Regression. Given two drug SMILES strings and cell line genomic features, predict the synergy score measuring deviation from expected non-interaction effect. From a dataset of NCI-60 drug combinations with 297,098 pairs across 59 cell lines. (1) Drug 1: CN(C)N=NC1=C(NC=N1)C(=O)N. Drug 2: CC(C)(C#N)C1=CC(=CC(=C1)CN2C=NC=N2)C(C)(C)C#N. Cell line: MDA-MB-435. Synergy scores: CSS=-5.57, Synergy_ZIP=2.53, Synergy_Bliss=-1.78, Synergy_Loewe=-4.07, Synergy_HSA=-6.73. (2) Drug 1: CCC1(CC2CC(C3=C(CCN(C2)C1)C4=CC=CC=C4N3)(C5=C(C=C6C(=C5)C78CCN9C7C(C=CC9)(C(C(C8N6C=O)(C(=O)OC)O)OC(=O)C)CC)OC)C(=O)OC)O.OS(=O)(=O)O. Drug 2: CC(C)(C#N)C1=CC(=CC(=C1)CN2C=NC=N2)C(C)(C)C#N. Cell line: SF-539. Synergy scores: CSS=13.5, Synergy_ZIP=-0.674, Synergy_Bliss=-1.50, Synergy_Loewe=-19.1, Synergy_HSA=-3.97. (3) Cell line: OVCAR-5. Drug 2: C1CCC(C(C1)N)N.C(=O)(C(=O)[O-])[O-].[Pt+4]. Drug 1: CN(CCCl)CCCl.Cl. Synergy scores: CSS=38.0, Synergy_ZIP=-6.88, Synergy_Bliss=-2.61, Synergy_Loewe=-2.81, Synergy_HSA=0.189.